From a dataset of Reaction yield outcomes from USPTO patents with 853,638 reactions. Predict the reaction yield, written as a fraction of the theoretical maximum amount of product (1.0 means a 100% yield; for example, 0.34 means a 34% yield). (1) The yield is 0.206. The product is [CH2:20]([C:1]1[CH:8]=[CH:7][C:6]([NH:25][C:24]2[CH:23]=[CH:22][CH:21]=[C:27]([NH:25][C:24]3[CH:23]=[CH:22][C:21]([CH2:9][CH2:10][CH2:11][CH2:12][CH2:13][CH2:14][CH2:15][CH2:16][CH2:17][CH2:18][CH2:19][CH3:20])=[CH:27][CH:26]=3)[CH:26]=2)=[CH:4][CH:3]=1)[CH2:19][CH2:18][CH2:17][CH2:16][CH2:15][CH2:14][CH2:13][CH2:12][CH2:11][CH2:10][CH3:9]. The reactants are [C:1]1([CH:8]=[CH:7][CH:6]=[C:4](O)[CH:3]=1)O.[CH2:9]([C:21]1[CH:27]=[CH:26][C:24]([NH2:25])=[CH:23][CH:22]=1)[CH2:10][CH2:11][CH2:12][CH2:13][CH2:14][CH2:15][CH2:16][CH2:17][CH2:18][CH2:19][CH3:20]. The catalyst is II. (2) The reactants are [F:1][CH2:2][C:3]1([CH2:11][F:12])[O:8][CH2:7][CH:6]([CH2:9][OH:10])[CH2:5][O:4]1.[H-].[Na+].Cl[C:16]1[CH:21]=[CH:20][N+:19]([O-:22])=[C:18]([CH3:23])[C:17]=1[CH3:24]. The catalyst is CS(C)=O. The product is [F:1][CH2:2][C:3]1([CH2:11][F:12])[O:4][CH2:5][CH:6]([CH2:9][O:10][C:16]2[CH:21]=[CH:20][N+:19]([O-:22])=[C:18]([CH3:23])[C:17]=2[CH3:24])[CH2:7][O:8]1. The yield is 0.606.